Dataset: Catalyst prediction with 721,799 reactions and 888 catalyst types from USPTO. Task: Predict which catalyst facilitates the given reaction. Reactant: CC[O-].[Na+].[CH3:5][C:6]1[CH:7]=[C:8]([CH:11]=O)[S:9][CH:10]=1.[C:13]([O:22]CC)(=[O:21])[CH2:14][CH2:15][C:16]([O:18][CH2:19][CH3:20])=[O:17]. Product: [CH2:19]([O:18][C:16]([C:15](=[CH:11][C:8]1[S:9][CH:10]=[C:6]([CH3:5])[CH:7]=1)[CH2:14][C:13]([OH:22])=[O:21])=[O:17])[CH3:20]. The catalyst class is: 8.